From a dataset of Full USPTO retrosynthesis dataset with 1.9M reactions from patents (1976-2016). Predict the reactants needed to synthesize the given product. (1) Given the product [Br:2][CH2:19][CH2:18][C:17]1[O:1][C:17]2[CH:18]=[CH:19][CH:20]=[CH:21][C:22]=2[CH:22]=1, predict the reactants needed to synthesize it. The reactants are: [OH2:1].[Br-:2].[Br-:2].[C:17]1(P([C:17]2[CH:22]=[CH:21][CH:20]=[CH:19][CH:18]=2)C2C=CC=CC=2)[CH:22]=[CH:21][CH:20]=[CH:19][CH:18]=1. (2) The reactants are: [F:1][C:2]1[CH:30]=[CH:29][C:5]([CH2:6][N:7]2[C:15]3[C:10](=[CH:11][CH:12]=[CH:13][CH:14]=3)[C:9]3[CH2:16][C@@H:17]([CH2:27][OH:28])[N:18]([C:20]([O:22][C:23]([CH3:26])([CH3:25])[CH3:24])=[O:21])[CH2:19][C:8]2=3)=[CH:4][CH:3]=1.[H-].[Na+].I[CH3:34].CN([CH:38]=[O:39])C. Given the product [F:1][C:2]1[CH:30]=[CH:29][C:5]([CH2:6][N:7]2[C:15]3[C:10](=[CH:11][CH:12]=[CH:13][CH:14]=3)[C:9]3[CH2:16][C:17]([CH3:34])([C:27]([O:39][CH3:38])=[O:28])[N:18]([C:20]([O:22][C:23]([CH3:26])([CH3:24])[CH3:25])=[O:21])[CH2:19][C:8]2=3)=[CH:4][CH:3]=1, predict the reactants needed to synthesize it. (3) The reactants are: C[O:2][C:3](=O)[CH2:4][C:5]1[CH:10]=[CH:9][CH:8]=[C:7]([Cl:11])[C:6]=1[Br:12].[Li+].[BH4-].C([O-])(O)=O.[Na+].O. Given the product [Br:12][C:6]1[C:7]([Cl:11])=[CH:8][CH:9]=[CH:10][C:5]=1[CH2:4][CH2:3][OH:2], predict the reactants needed to synthesize it.